This data is from Reaction yield outcomes from USPTO patents with 853,638 reactions. The task is: Predict the reaction yield, written as a fraction of the theoretical maximum amount of product (1.0 means a 100% yield; for example, 0.34 means a 34% yield). (1) The reactants are C([O:4][C@@H:5]1[C@@H:13]([CH2:14][O:15]C(=O)C)[O:12][CH:11]2[CH:7]([N:8]=[C:9]([NH:19][CH2:20][CH:21](F)[F:22])[S:10]2)[C@H:6]1[O:24]C(=O)C)(=O)C.C([O-])([O-])=O.[K+].[K+]. The catalyst is CO. The product is [F:22][CH2:21][CH2:20][NH:19][C:9]1[S:10][CH:11]2[O:12][C@H:13]([CH2:14][OH:15])[C@@H:5]([OH:4])[C@H:6]([OH:24])[CH:7]2[N:8]=1. The yield is 0.740. (2) The reactants are [Cl:1][C:2]1[N:10]=[CH:9][CH:8]=[CH:7][C:3]=1[C:4](Cl)=[O:5].[Cl:11][C:12]1[CH:18]=[CH:17][C:15]([NH2:16])=[CH:14][CH:13]=1.C(N(CC)C(C)C)(C)C.C(OCC)(=O)C. The catalyst is O1CCCC1. The product is [Cl:1][C:2]1[C:3]([C:4]([NH:16][C:15]2[CH:17]=[CH:18][C:12]([Cl:11])=[CH:13][CH:14]=2)=[O:5])=[CH:7][CH:8]=[CH:9][N:10]=1. The yield is 0.820. (3) The reactants are [O:1]1[C:5]2[CH:6]=[CH:7][C:8]([C:10]3([C:13]([OH:15])=O)[CH2:12][CH2:11]3)=[CH:9][C:4]=2[O:3][CH2:2]1.S(Cl)(Cl)=O.[Br:20][C:21]1[N:26]=[CH:25][C:24]([NH2:27])=[CH:23][CH:22]=1. The catalyst is CN(C=O)C.N1C=CC=CC=1. The product is [O:1]1[C:5]2[CH:6]=[CH:7][C:8]([C:10]3([C:13]([NH:27][C:24]4[CH:25]=[N:26][C:21]([Br:20])=[CH:22][CH:23]=4)=[O:15])[CH2:11][CH2:12]3)=[CH:9][C:4]=2[O:3][CH2:2]1. The yield is 0.480. (4) No catalyst specified. The yield is 1.00. The product is [CH2:8]1[NH:13][CH2:12][CH2:11][N:10]2[C@@H:15]([CH2:19][OH:20])[CH2:16][CH2:17][CH2:18][C@@H:9]12. The reactants are [H-].[H-].[H-].[H-].[Li+].[Al+3].O=[C:8]1[NH:13][CH2:12][C:11](=O)[N:10]2[C@@H:15]([C:19](OC)=[O:20])[CH2:16][CH2:17][CH2:18][C@@H:9]12. (5) The reactants are [OH:1][CH2:2][CH2:3][NH:4][C:5]([N:7]1[CH2:12][CH2:11][CH:10]([C:13]2[CH:18]=[CH:17][C:16]([NH:19][C:20]([C:22]3[N:23](COCC[Si](C)(C)C)[CH:24]=[C:25]([C:27]#[N:28])[N:26]=3)=[O:21])=[C:15]([C:37]3[CH2:42][CH2:41][CH2:40][CH2:39][CH:38]=3)[CH:14]=2)[CH2:9][CH2:8]1)=[O:6].CCO.C(O)(C(F)(F)F)=O. The catalyst is C(Cl)Cl. The product is [OH:1][CH2:2][CH2:3][NH:4][C:5]([N:7]1[CH2:12][CH2:11][CH:10]([C:13]2[CH:18]=[CH:17][C:16]([NH:19][C:20]([C:22]3[NH:23][CH:24]=[C:25]([C:27]#[N:28])[N:26]=3)=[O:21])=[C:15]([C:37]3[CH2:42][CH2:41][CH2:40][CH2:39][CH:38]=3)[CH:14]=2)[CH2:9][CH2:8]1)=[O:6]. The yield is 0.920. (6) The reactants are [Cl:1][C:2]1[CH:3]=[C:4]([CH2:9]O)[CH:5]=[N:6][C:7]=1[Cl:8].C(Br)(Br)(Br)[Br:12].C1(P(C2C=CC=CC=2)CCCP(C2C=CC=CC=2)C2C=CC=CC=2)C=CC=CC=1. The catalyst is ClCCl. The product is [Cl:1][C:2]1[CH:3]=[C:4]([CH2:9][Br:12])[CH:5]=[N:6][C:7]=1[Cl:8]. The yield is 1.30. (7) The yield is 1.00. The catalyst is CN(C=O)C.ClCCl. The product is [F:17][C:2]1([F:1])[O:6][C:5]2[CH:7]=[CH:8][C:9]([C:11]3([C:14]([NH:22][C:23]4[CH:24]=[C:25]5[C:29](=[CH:30][C:31]=4[F:32])[N:28]([CH2:33][C@@H:34]4[CH2:38][O:37][C:36]([CH3:39])([CH3:40])[O:35]4)[C:27]([C:41]([CH3:45])([CH3:44])[CH2:42][OH:43])=[CH:26]5)=[O:16])[CH2:12][CH2:13]3)=[CH:10][C:4]=2[O:3]1. The reactants are [F:1][C:2]1([F:17])[O:6][C:5]2[CH:7]=[CH:8][C:9]([C:11]3([C:14]([OH:16])=O)[CH2:13][CH2:12]3)=[CH:10][C:4]=2[O:3]1.S(Cl)(Cl)=O.[NH2:22][C:23]1[CH:24]=[C:25]2[C:29](=[CH:30][C:31]=1[F:32])[N:28]([CH2:33][C@@H:34]1[CH2:38][O:37][C:36]([CH3:40])([CH3:39])[O:35]1)[C:27]([C:41]([CH3:45])([CH3:44])[CH2:42][OH:43])=[CH:26]2.C(N(CC)CC)C.